Dataset: Full USPTO retrosynthesis dataset with 1.9M reactions from patents (1976-2016). Task: Predict the reactants needed to synthesize the given product. (1) Given the product [S:1]1[C:5]2[CH:6]=[C:7]([N:10]3[CH:14]=[C:15]([C:16]([O:18][CH2:19][CH3:20])=[O:17])[C:21](=[O:28])[NH:22][C:23]3=[O:24])[CH:8]=[CH:9][C:4]=2[N:3]=[CH:2]1, predict the reactants needed to synthesize it. The reactants are: [S:1]1[C:5]2[CH:6]=[C:7]([NH2:10])[CH:8]=[CH:9][C:4]=2[N:3]=[CH:2]1.C(O[CH:14]=[C:15]([C:21](=[O:28])[NH:22][C:23](OCC)=[O:24])[C:16]([O:18][CH2:19][CH3:20])=[O:17])C.Cl. (2) Given the product [NH2:6][C:5]1[CH:4]=[CH:3][C:2]([O:1][C:9]2[CH:15]=[CH:14][C:12]([NH:13][C:27](=[O:28])[C:26]3[CH:25]=[CH:24][C:23]([N:20]4[CH2:21][CH2:22][CH:17]([OH:16])[CH2:18][CH2:19]4)=[CH:31][CH:30]=3)=[CH:11][CH:10]=2)=[CH:8][CH:7]=1, predict the reactants needed to synthesize it. The reactants are: [O:1]([C:9]1[CH:15]=[CH:14][C:12]([NH2:13])=[CH:11][CH:10]=1)[C:2]1[CH:8]=[CH:7][C:5]([NH2:6])=[CH:4][CH:3]=1.[OH:16][CH:17]1[CH2:22][CH2:21][N:20]([C:23]2[CH:31]=[CH:30][C:26]([C:27](O)=[O:28])=[CH:25][CH:24]=2)[CH2:19][CH2:18]1.